Predict the reactants needed to synthesize the given product. From a dataset of Full USPTO retrosynthesis dataset with 1.9M reactions from patents (1976-2016). (1) The reactants are: [Br-].[N:2]1[CH:7]=[CH:6][CH:5]=[CH:4][C:3]=1[Zn+].Br[C:10]1[CH:11]=[N:12][C:13]([N:16]2[CH2:21][CH2:20][CH:19]([N:22]3[CH2:26][CH2:25][C@H:24]([O:27][C:28]4[CH:33]=[C:32]([F:34])[C:31]([S:35]([CH3:38])(=[O:37])=[O:36])=[CH:30][C:29]=4[F:39])[C:23]3=[O:40])[CH2:18][CH2:17]2)=[N:14][CH:15]=1. Given the product [F:39][C:29]1[CH:30]=[C:31]([S:35]([CH3:38])(=[O:37])=[O:36])[C:32]([F:34])=[CH:33][C:28]=1[O:27][C@H:24]1[CH2:25][CH2:26][N:22]([CH:19]2[CH2:20][CH2:21][N:16]([C:13]3[N:12]=[CH:11][C:10]([C:3]4[CH:4]=[CH:5][CH:6]=[CH:7][N:2]=4)=[CH:15][N:14]=3)[CH2:17][CH2:18]2)[C:23]1=[O:40], predict the reactants needed to synthesize it. (2) Given the product [O:20]1[C:24]2[CH:25]=[CH:26][C:27]([CH2:29][CH:30]3[CH2:35][CH2:34][CH2:33][N:32]([CH2:3][CH2:2][C:1]([N:5]4[CH2:6][CH2:7][N:8]([C:11]5[CH:18]=[CH:17][C:14]([C:15]#[N:16])=[C:13]([F:19])[CH:12]=5)[CH2:9][CH2:10]4)=[O:4])[CH2:31]3)=[CH:28][C:23]=2[O:22][CH2:21]1, predict the reactants needed to synthesize it. The reactants are: [C:1]([N:5]1[CH2:10][CH2:9][N:8]([C:11]2[CH:18]=[CH:17][C:14]([C:15]#[N:16])=[C:13]([F:19])[CH:12]=2)[CH2:7][CH2:6]1)(=[O:4])[CH:2]=[CH2:3].[O:20]1[C:24]2[CH:25]=[CH:26][C:27]([CH2:29][CH:30]3[CH2:35][CH2:34][CH2:33][NH:32][CH2:31]3)=[CH:28][C:23]=2[O:22][CH2:21]1.C(N(CC)CC)C. (3) Given the product [OH:1][CH2:2][CH2:3][CH2:4][O:5][C@H:6]1[CH2:11][CH2:10][C@H:9]([N:12]2[C:17](=[O:18])[C:16]([CH2:19][C:20]3[CH:21]=[CH:22][C:23]([C:26]4[CH:31]=[CH:30][CH:29]=[CH:28][C:27]=4[C:32]4[NH:55][C:66](=[O:69])[O:67][N:33]=4)=[CH:24][CH:25]=3)=[C:15]([CH2:34][CH2:35][CH3:36])[N:14]3[N:37]=[CH:38][N:39]=[C:13]23)[CH2:8][CH2:7]1, predict the reactants needed to synthesize it. The reactants are: [OH:1][CH2:2][CH2:3][CH2:4][O:5][C@H:6]1[CH2:11][CH2:10][C@H:9]([N:12]2[C:17](=[O:18])[C:16]([CH2:19][C:20]3[CH:25]=[CH:24][C:23]([C:26]4[C:27]([C:32]#[N:33])=[CH:28][CH:29]=[CH:30][CH:31]=4)=[CH:22][CH:21]=3)=[C:15]([CH2:34][CH2:35][CH3:36])[N:14]3[N:37]=[CH:38][N:39]=[C:13]23)[CH2:8][CH2:7]1.FC(F)(F)S(O[Si](C(C)(C)C)(C)C)(=O)=O.[N:55]1C(C)=CC=CC=1C.[Cl-].O[NH3+].[C:66](=[O:69])([O-])[OH:67].[Na+]. (4) Given the product [CH2:1]([O:8][C:9]1[CH:10]=[CH:11][C:12]2[C:16]([CH:17]=1)=[N:15][N:14]([CH2:18][O:19][CH2:20][CH2:21][Si:22]([CH3:25])([CH3:24])[CH3:23])[C:13]=2[C:32]([OH:34])=[O:33])[C:2]1[CH:7]=[CH:6][CH:5]=[CH:4][CH:3]=1, predict the reactants needed to synthesize it. The reactants are: [CH2:1]([O:8][C:9]1[CH:10]=[CH:11][C:12]2[C:16]([CH:17]=1)=[N:15][N:14]([CH2:18][O:19][CH2:20][CH2:21][Si:22]([CH3:25])([CH3:24])[CH3:23])[C:13]=2I)[C:2]1[CH:7]=[CH:6][CH:5]=[CH:4][CH:3]=1.C([Li])CCC.[C:32](=[O:34])=[O:33].Cl.